This data is from Reaction yield outcomes from USPTO patents with 853,638 reactions. The task is: Predict the reaction yield, written as a fraction of the theoretical maximum amount of product (1.0 means a 100% yield; for example, 0.34 means a 34% yield). (1) The reactants are [S:1](=[O:36])(=[O:35])([O:3][CH2:4][C@@H:5]1[C@@H:9]([O:10][Si](C(C)(C)C)(C)C)[CH2:8][C@H:7]([N:18]2[C:26]3[CH:25]=[CH:24][N:23]=[C:22]([NH:27][CH2:28][C:29]4[CH:34]=[CH:33][CH:32]=[CH:31][CH:30]=4)[C:21]=3[CH:20]=[CH:19]2)[O:6]1)[NH2:2].F. The catalyst is C1COCC1.N1C=CC=CC=1.N1C=CC=CC=1.CCOC(C)=O. The product is [S:1](=[O:36])(=[O:35])([O:3][CH2:4][C@@H:5]1[C@@H:9]([OH:10])[CH2:8][C@H:7]([N:18]2[C:26]3[CH:25]=[CH:24][N:23]=[C:22]([NH:27][CH2:28][C:29]4[CH:30]=[CH:31][CH:32]=[CH:33][CH:34]=4)[C:21]=3[CH:20]=[CH:19]2)[O:6]1)[NH2:2]. The yield is 0.250. (2) The reactants are [C:1]([O:4][C@H:5]1[C@H:14]([O:15][C:16](=[O:18])[CH3:17])[C@H:13]([O:19][C:20](=[O:22])[CH3:21])[C@H:12]([CH3:23])[O:11][C@H:6]1[O:7][CH2:8][CH:9]=C)(=[O:3])[CH3:2].C[N+]1([O-])CC[O:28]CC1. The catalyst is CC(C)=O.O.O=[Os](=O)(=O)=O.C(O)(C)(C)C. The product is [C:1]([O:4][C@H:5]1[C@H:14]([O:15][C:16](=[O:18])[CH3:17])[C@H:13]([O:19][C:20](=[O:22])[CH3:21])[C@H:12]([CH3:23])[O:11][C@H:6]1[O:7][CH2:8][CH:9]=[O:28])(=[O:3])[CH3:2]. The yield is 0.490. (3) The reactants are [CH3:1][O:2][C:3]([C:5]1[N:6]=[C:7]([NH2:11])[S:8][C:9]=1[CH3:10])=[O:4].[F:12][C:13]([F:23])([F:22])[C:14]1[CH:19]=[CH:18][C:17]([CH:20]=O)=[CH:16][CH:15]=1.CC(O)=O.C(O[BH-](OC(=O)C)OC(=O)C)(=O)C.[Na+]. The catalyst is C(Cl)Cl. The product is [CH3:1][O:2][C:3]([C:5]1[N:6]=[C:7]([NH:11][CH2:20][C:17]2[CH:16]=[CH:15][C:14]([C:13]([F:12])([F:22])[F:23])=[CH:19][CH:18]=2)[S:8][C:9]=1[CH3:10])=[O:4]. The yield is 0.220. (4) The reactants are [O:1]1[C:5]2[CH:6]=[CH:7][C:8]([C:10]3([C:13]([NH:15][C:16]4[CH:17]=[C:18]([C:23]5[CH:28]=[CH:27][C:26]([CH2:29][OH:30])=[CH:25][CH:24]=5)[C:19]([CH3:22])=[CH:20][CH:21]=4)=[O:14])[CH2:12][CH2:11]3)=[CH:9][C:4]=2[O:3][CH2:2]1.[C:31]1(C)C=CC(S(O)(=O)=O)=CC=1.CO. The catalyst is C1(C)C=CC=CC=1. The product is [O:1]1[C:5]2[CH:6]=[CH:7][C:8]([C:10]3([C:13]([NH:15][C:16]4[CH:17]=[C:18]([C:23]5[CH:24]=[CH:25][C:26]([CH2:29][O:30][CH3:31])=[CH:27][CH:28]=5)[C:19]([CH3:22])=[CH:20][CH:21]=4)=[O:14])[CH2:11][CH2:12]3)=[CH:9][C:4]=2[O:3][CH2:2]1. The yield is 0.230. (5) The reactants are Cl[S:2]([C:5]1[CH:6]=[C:7]([CH:12]=[C:13]([S:15](Cl)(=[O:17])=[O:16])[CH:14]=1)[C:8]([O:10][CH3:11])=[O:9])(=[O:4])=[O:3].[C:19]([NH2:23])([CH3:22])([CH3:21])[CH3:20].C([N:27]([CH:30]([CH3:32])[CH3:31])CC)(C)C.[CH2:33](Cl)Cl. The catalyst is CCOC(C)=O. The product is [CH3:11][O:10][C:8](=[O:9])[C:7]1[CH:6]=[C:5]([S:2](=[O:4])(=[O:3])[NH:23][C:19]([CH3:22])([CH3:21])[CH3:20])[CH:14]=[C:13]([S:15](=[O:17])(=[O:16])[NH:27][C:30]([CH3:32])([CH3:33])[CH3:31])[CH:12]=1. The yield is 0.810. (6) The reactants are [NH2:1][C:2]1[CH:3]=[C:4]([CH:8]=[C:9]([N+:11]([O-:13])=[O:12])[CH:10]=1)[C:5]([OH:7])=[O:6].S(Cl)(Cl)=O.[CH3:18]O. No catalyst specified. The product is [NH2:1][C:2]1[CH:3]=[C:4]([CH:8]=[C:9]([N+:11]([O-:13])=[O:12])[CH:10]=1)[C:5]([O:7][CH3:18])=[O:6]. The yield is 0.990.